From a dataset of NCI-60 drug combinations with 297,098 pairs across 59 cell lines. Regression. Given two drug SMILES strings and cell line genomic features, predict the synergy score measuring deviation from expected non-interaction effect. (1) Drug 1: C1CCC(C1)C(CC#N)N2C=C(C=N2)C3=C4C=CNC4=NC=N3. Drug 2: CC(C)CN1C=NC2=C1C3=CC=CC=C3N=C2N. Cell line: NCI-H226. Synergy scores: CSS=-1.58, Synergy_ZIP=-1.44, Synergy_Bliss=-1.47, Synergy_Loewe=-4.40, Synergy_HSA=-4.24. (2) Drug 1: CC1=CC2C(CCC3(C2CCC3(C(=O)C)OC(=O)C)C)C4(C1=CC(=O)CC4)C. Drug 2: CC1=C(C(=CC=C1)Cl)NC(=O)C2=CN=C(S2)NC3=CC(=NC(=N3)C)N4CCN(CC4)CCO. Cell line: RPMI-8226. Synergy scores: CSS=15.3, Synergy_ZIP=-1.04, Synergy_Bliss=3.88, Synergy_Loewe=6.43, Synergy_HSA=6.57. (3) Drug 1: COC1=NC(=NC2=C1N=CN2C3C(C(C(O3)CO)O)O)N. Drug 2: C1=NNC2=C1C(=O)NC=N2. Cell line: SK-MEL-5. Synergy scores: CSS=2.27, Synergy_ZIP=-1.79, Synergy_Bliss=-3.33, Synergy_Loewe=-0.193, Synergy_HSA=-2.05.